From a dataset of Reaction yield outcomes from USPTO patents with 853,638 reactions. Predict the reaction yield, written as a fraction of the theoretical maximum amount of product (1.0 means a 100% yield; for example, 0.34 means a 34% yield). (1) The reactants are Cl[C:2]1[CH:3]=[C:4]([CH3:17])[C:5]2[CH2:6][N:7]([CH3:16])[CH2:8][CH:9]([CH:13]3[CH2:15][CH2:14]3)[O:10][C:11]=2[N:12]=1.[CH3:18][O:19][C:20]1[N:25]=[C:24]([NH2:26])[CH:23]=[CH:22][C:21]=1[C:27]1[CH:28]=[N:29][N:30]([CH3:32])[CH:31]=1.C(=O)([O-])[O-].[Cs+].[Cs+]. The catalyst is COCCOC.C(O[Pd]C1C=CC=CC=1C1C=CC=CC=1P(C(C)(C)C)C(C)(C)C)(=O)C. The product is [CH:13]1([CH:9]2[CH2:8][N:7]([CH3:16])[CH2:6][C:5]3[C:4]([CH3:17])=[CH:3][C:2]([NH:26][C:24]4[CH:23]=[CH:22][C:21]([C:27]5[CH:28]=[N:29][N:30]([CH3:32])[CH:31]=5)=[C:20]([O:19][CH3:18])[N:25]=4)=[N:12][C:11]=3[O:10]2)[CH2:15][CH2:14]1. The yield is 0.0420. (2) The reactants are [C:1]1(B(O)O)[CH:6]=[CH:5][CH:4]=[CH:3][CH:2]=1.Cl[C:11]1[CH:16]=[C:15]([CH2:17][CH3:18])[C:14](I)=[CH:13][N:12]=1.[O-]P([O-])([O-])=O.[K+].[K+].[K+].[C:28]1(C)[CH:33]=[CH:32][CH:31]=[CH:30][CH:29]=1. The catalyst is C1C=CC(/C=C/C(/C=C/C2C=CC=CC=2)=O)=CC=1.C1C=CC(/C=C/C(/C=C/C2C=CC=CC=2)=O)=CC=1.C1C=CC(/C=C/C(/C=C/C2C=CC=CC=2)=O)=CC=1.[Pd].[Pd].C1(P(C2CCCCC2)C2C=CC=CC=2C2C(OC)=CC=CC=2OC)CCCCC1.O. The product is [C:1]1([C:11]2[CH:16]=[C:15]([CH2:17][CH3:18])[C:14]([C:28]3[CH:33]=[CH:32][CH:31]=[CH:30][CH:29]=3)=[CH:13][N:12]=2)[CH:6]=[CH:5][CH:4]=[CH:3][CH:2]=1. The yield is 0.909. (3) The reactants are O.O.[N:3]1[C:12]2[C:7](=[C:8]([N:13]3[C:17]([CH:18]4[CH2:20][CH2:19]4)=[C:16]([C:21]([NH:23][C:24]([NH2:26])=[NH:25])=[O:22])[CH:15]=[N:14]3)[CH:9]=[CH:10][CH:11]=2)[CH:6]=[CH:5][CH:4]=1.[ClH:27]. The catalyst is O1CCCC1. The product is [OH2:22].[ClH:27].[N:3]1[C:12]2[C:7](=[C:8]([N:13]3[C:17]([CH:18]4[CH2:20][CH2:19]4)=[C:16]([C:21]([NH:23][C:24]([NH2:26])=[NH:25])=[O:22])[CH:15]=[N:14]3)[CH:9]=[CH:10][CH:11]=2)[CH:6]=[CH:5][CH:4]=1. The yield is 0.820. (4) The reactants are CO[CH:3](OC)[CH2:4][O:5][C:6]1[CH:11]=[CH:10][C:9]([I:12])=[CH:8][C:7]=1[CH3:13]. The catalyst is ClC1C=CC=CC=1. The product is [I:12][C:9]1[CH:8]=[C:7]([CH3:13])[C:6]2[O:5][CH:4]=[CH:3][C:11]=2[CH:10]=1. The yield is 0.530. (5) The reactants are Br[C:2]1[CH:3]=[CH:4][C:5]([O:18][CH3:19])=[C:6]([C:8]2[O:9][C:10]3[CH:16]=[CH:15][CH:14]=[C:13]([F:17])[C:11]=3[N:12]=2)[CH:7]=1.[B:20]1([B:20]2[O:24][C:23]([CH3:26])([CH3:25])[C:22]([CH3:28])([CH3:27])[O:21]2)[O:24][C:23]([CH3:26])([CH3:25])[C:22]([CH3:28])([CH3:27])[O:21]1.C(O[K])(C)=O. The catalyst is CN(C=O)C.ClCCl.C1C=CC(P(C2C=CC=CC=2)[C-]2C=CC=C2)=CC=1.C1C=CC(P(C2C=CC=CC=2)[C-]2C=CC=C2)=CC=1.Cl[Pd]Cl.[Fe+2]. The product is [F:17][C:13]1[C:11]2[N:12]=[C:8]([C:6]3[CH:7]=[C:2]([B:20]4[O:24][C:23]([CH3:26])([CH3:25])[C:22]([CH3:28])([CH3:27])[O:21]4)[CH:3]=[CH:4][C:5]=3[O:18][CH3:19])[O:9][C:10]=2[CH:16]=[CH:15][CH:14]=1. The yield is 0.540.